From a dataset of Forward reaction prediction with 1.9M reactions from USPTO patents (1976-2016). Predict the product of the given reaction. (1) Given the reactants CC(C)([O-])C.[K+].C1OCCOCCOCCOCCOCCOC1.[NH:25]1[CH:29]=[CH:28][CH:27]=[N:26]1.[Br:30][C:31]1[CH:36]=[CH:35][C:34]([CH2:37]Br)=[CH:33][CH:32]=1, predict the reaction product. The product is: [Br:30][C:31]1[CH:36]=[CH:35][C:34]([CH2:37][N:25]2[CH:29]=[CH:28][CH:27]=[N:26]2)=[CH:33][CH:32]=1. (2) The product is: [F:2][C:3]1[CH:4]=[C:5]([C:9]2[C:11]([C:13]3[CH:18]=[CH:17][CH:16]=[C:15]([F:19])[CH:14]=3)=[N:24][S:20](=[O:22])(=[O:21])[N:23]=2)[CH:6]=[CH:7][CH:8]=1. Given the reactants Cl.[F:2][C:3]1[CH:4]=[C:5]([C:9]([C:11]([C:13]2[CH:18]=[CH:17][CH:16]=[C:15]([F:19])[CH:14]=2)=O)=O)[CH:6]=[CH:7][CH:8]=1.[S:20]([NH2:24])([NH2:23])(=[O:22])=[O:21], predict the reaction product. (3) Given the reactants Cl.Cl.[N:3]1([CH2:9][CH2:10][CH2:11][N:12]2[C:18](=[O:19])[CH2:17][CH2:16][NH:15][CH2:14][CH2:13]2)[CH2:8][CH2:7][CH2:6][CH2:5][CH2:4]1.[C:20]1(/[CH:30]=[CH:31]\[C:32](O)=[O:33])[C:29]2[C:24](=[CH:25][CH:26]=[CH:27][CH:28]=2)[CH:23]=[CH:22][CH:21]=1, predict the reaction product. The product is: [C:20]1(/[CH:30]=[CH:31]\[C:32]([N:15]2[CH2:16][CH2:17][C:18](=[O:19])[N:12]([CH2:11][CH2:10][CH2:9][N:3]3[CH2:4][CH2:5][CH2:6][CH2:7][CH2:8]3)[CH2:13][CH2:14]2)=[O:33])[C:29]2[C:24](=[CH:25][CH:26]=[CH:27][CH:28]=2)[CH:23]=[CH:22][CH:21]=1. (4) Given the reactants Br[C:2]1[CH:3]=[CH:4][C:5]([OH:11])=[C:6]([C:8](=[O:10])[CH3:9])[CH:7]=1.B1(B2OC(C)(C)C(C)(C)O2)OC(C)(C)C(C)(C)O1.C([O-])(=O)C.[K+].[CH:35]([NH:38][C:39]([C:41]1[C:50](=[O:51])[C:49]2[C:44](=[N:45][CH:46]=[CH:47][CH:48]=2)[N:43]([C:52]2[CH:57]=[CH:56][CH:55]=[C:54](Br)[CH:53]=2)[CH:42]=1)=[O:40])([CH3:37])[CH3:36].C(=O)([O-])[O-].[Na+].[Na+], predict the reaction product. The product is: [CH:35]([NH:38][C:39]([C:41]1[C:50](=[O:51])[C:49]2[C:44](=[N:45][CH:46]=[CH:47][CH:48]=2)[N:43]([C:52]2[CH:53]=[CH:54][CH:55]=[C:56]([C:2]3[CH:3]=[CH:4][C:5]([OH:11])=[C:6]([C:8](=[O:10])[CH3:9])[CH:7]=3)[CH:57]=2)[CH:42]=1)=[O:40])([CH3:37])[CH3:36]. (5) Given the reactants [CH2:1]([O:3][C:4]([CH:6]1[CH2:10][CH2:9][CH2:8][CH:7]1[NH:11][CH2:12][C:13]1[CH:18]=[CH:17][C:16]([F:19])=[CH:15][CH:14]=1)=[O:5])[CH3:2].[O:20]=[S:21]1(=[O:35])[C:26]2[CH:27]=[CH:28][CH:29]=[CH:30][C:25]=2[NH:24][C:23]([CH2:31][C:32](O)=[O:33])=[N:22]1.CN1CCOCC1.Cl.CN(C)CCCN=C=NCC.Cl, predict the reaction product. The product is: [CH2:1]([O:3][C:4]([CH:6]1[CH2:10][CH2:9][CH2:8][CH:7]1[N:11]([C:32](=[O:33])[CH2:31][C:23]1[NH:24][C:25]2[CH:30]=[CH:29][CH:28]=[CH:27][C:26]=2[S:21](=[O:20])(=[O:35])[N:22]=1)[CH2:12][C:13]1[CH:14]=[CH:15][C:16]([F:19])=[CH:17][CH:18]=1)=[O:5])[CH3:2]. (6) Given the reactants [CH3:1][C:2]1[N:3]=[CH:4][C:5]2[CH:11]=[C:10]([C:12]([O:14]CC)=[O:13])[C:9](=[O:17])[NH:8][C:6]=2[N:7]=1.O.[OH-].[Li+], predict the reaction product. The product is: [CH3:1][C:2]1[N:3]=[CH:4][C:5]2[CH:11]=[C:10]([C:12]([OH:14])=[O:13])[C:9](=[O:17])[NH:8][C:6]=2[N:7]=1. (7) Given the reactants [C:1]([C:3]1[CH:8]=[C:7]([CH3:9])[CH:6]=[CH:5][C:4]=1[C:10]1[CH:15]=[C:14]([CH:16]([OH:19])[CH2:17][OH:18])[CH:13]=[C:12]([C:20]([O:22]C)=[O:21])[CH:11]=1)#[N:2].[OH-].[Li+].[NH4+].[Cl-], predict the reaction product. The product is: [C:1]([C:3]1[CH:8]=[C:7]([CH3:9])[CH:6]=[CH:5][C:4]=1[C:10]1[CH:15]=[C:14]([CH:16]([OH:19])[CH2:17][OH:18])[CH:13]=[C:12]([C:20]([OH:22])=[O:21])[CH:11]=1)#[N:2].